From a dataset of Full USPTO retrosynthesis dataset with 1.9M reactions from patents (1976-2016). Predict the reactants needed to synthesize the given product. (1) Given the product [CH3:20][N:18]1[CH:19]=[C:15]([N:14]2[C:5]3[C:4]4[CH:3]=[C:2]([C:29]5[CH:28]=[CH:27][CH:26]=[C:25]([OH:24])[CH:30]=5)[CH:11]=[CH:10][C:9]=4[N:8]=[CH:7][C:6]=3[N:12]([CH3:23])[C:13]2=[O:22])[C:16]([CH3:21])=[N:17]1, predict the reactants needed to synthesize it. The reactants are: Br[C:2]1[CH:11]=[CH:10][C:9]2[N:8]=[CH:7][C:6]3[N:12]([CH3:23])[C:13](=[O:22])[N:14]([C:15]4[C:16]([CH3:21])=[N:17][N:18]([CH3:20])[CH:19]=4)[C:5]=3[C:4]=2[CH:3]=1.[OH:24][C:25]1[CH:26]=[C:27](B(O)O)[CH:28]=[CH:29][CH:30]=1. (2) The reactants are: C[O:2][C:3]1[CH:12]=[C:11]([O:13][CH3:14])[CH:10]=[C:9]2[C:4]=1[C:5](=[O:15])[NH:6][CH:7]=[N:8]2.[Mg+2].[Br-].[Br-]. Given the product [OH:2][C:3]1[CH:12]=[C:11]([O:13][CH3:14])[CH:10]=[C:9]2[C:4]=1[C:5](=[O:15])[NH:6][CH:7]=[N:8]2, predict the reactants needed to synthesize it.